The task is: Binary Classification. Given a drug SMILES string, predict its activity (active/inactive) in a high-throughput screening assay against a specified biological target.. This data is from HIV replication inhibition screening data with 41,000+ compounds from the AIDS Antiviral Screen. (1) The drug is Cc1cc(=O)oc2c(CNC(Cc3ccccc3)C(=O)O)c(O)ccc12. The result is 0 (inactive). (2) The molecule is Cc1sc(C)c2c1C(=O)CC2N.Cl. The result is 0 (inactive). (3) The molecule is CCCC[Sn](CCCC)(CCCC)CS(=O)(=O)O. The result is 0 (inactive). (4) The molecule is Cc1cc2cc(Cl)ccc2nc1C(=O)c1ccccc1. The result is 0 (inactive). (5) The drug is O=C(O)c1cccc(P(=O)(O)O)c1. The result is 0 (inactive).